Predict the reaction yield, written as a fraction of the theoretical maximum amount of product (1.0 means a 100% yield; for example, 0.34 means a 34% yield). From a dataset of Reaction yield outcomes from USPTO patents with 853,638 reactions. (1) The reactants are C[O:2][C:3]([C:5]1[CH:10]=[C:9]([O:11][C:12]2[C:21]3[C:16](=[CH:17][CH:18]=[CH:19][CH:20]=3)[C:15]([NH:22][C:23]([NH:25][C:26]3[CH:31]=[C:30]([C:32]([CH3:35])([CH3:34])[CH3:33])[CH:29]=[C:28]([NH:36][C:37]([O:39][CH3:40])=[O:38])[C:27]=3[O:41][CH3:42])=[O:24])=[CH:14][CH:13]=2)[CH:8]=[CH:7][N:6]=1)=[O:4].O.[Li+].[OH-].Cl. The catalyst is CO. The product is [C:32]([C:30]1[CH:29]=[C:28]([NH:36][C:37]([O:39][CH3:40])=[O:38])[C:27]([O:41][CH3:42])=[C:26]([NH:25][C:23](=[O:24])[NH:22][C:15]2[C:16]3[C:21](=[CH:20][CH:19]=[CH:18][CH:17]=3)[C:12]([O:11][C:9]3[CH:8]=[CH:7][N:6]=[C:5]([C:3]([OH:4])=[O:2])[CH:10]=3)=[CH:13][CH:14]=2)[CH:31]=1)([CH3:35])([CH3:33])[CH3:34]. The yield is 0.800. (2) The reactants are [CH:1]([N:4]([C:11]([C:13]1[N:22]=[C:21]2[N:15]([CH2:16][CH2:17][O:18][C:19]3[CH:26]=[C:25]([Br:27])[CH:24]=[CH:23][C:20]=32)[CH:14]=1)=O)[NH:5][C:6](=O)[CH2:7][O:8][CH3:9])([CH3:3])[CH3:2].C(O)(=O)C.[Cl-].[NH4+:33]. The catalyst is O(Cl)Cl.[P+5]. The product is [Br:27][C:25]1[CH:24]=[CH:23][C:20]2[C:21]3[N:15]([CH2:16][CH2:17][O:18][C:19]=2[CH:26]=1)[CH:14]=[C:13]([C:11]1[N:4]([CH:1]([CH3:3])[CH3:2])[N:5]=[C:6]([CH2:7][O:8][CH3:9])[N:33]=1)[N:22]=3. The yield is 0.760. (3) The reactants are Cl[C:2]1[C:3]2[CH:10]([CH3:11])[CH2:9][N:8](CC3C=CC(OC)=CC=3)[C:4]=2[N:5]=[CH:6][N:7]=1.[C:21]([N:28]1[CH2:33][CH2:32][NH:31][CH2:30][CH2:29]1)([O:23][C:24]([CH3:27])([CH3:26])[CH3:25])=[O:22].C(O[K])(C)(C)C.C(OCC)(=O)C. The catalyst is CN1C(=O)CCC1. The product is [C:24]([O:23][C:21]([N:28]1[CH2:33][CH2:32][N:31]([C:2]2[C:3]3[CH:10]([CH3:11])[CH2:9][NH:8][C:4]=3[N:5]=[CH:6][N:7]=2)[CH2:30][CH2:29]1)=[O:22])([CH3:27])([CH3:25])[CH3:26]. The yield is 0.360. (4) The reactants are [CH3:1][C:2]1[C:6]([CH2:7][N:8]2[CH:12]=[C:11]([NH:13][C:14]([NH:16][CH2:17][CH2:18][C:19]3[CH:24]=[CH:23][CH:22]=[CH:21][CH:20]=3)=[O:15])[CH:10]=[N:9]2)=[C:5]([CH3:25])[O:4][N:3]=1.[C:26](=[O:31])=[N:27][C:28](Cl)=[O:29]. The catalyst is C1COCC1. The product is [CH3:1][C:2]1[C:6]([CH2:7][N:8]2[CH:12]=[C:11]([N:13]3[C:28](=[O:29])[NH:27][C:26](=[O:31])[N:16]([CH2:17][CH2:18][C:19]4[CH:20]=[CH:21][CH:22]=[CH:23][CH:24]=4)[C:14]3=[O:15])[CH:10]=[N:9]2)=[C:5]([CH3:25])[O:4][N:3]=1. The yield is 0.830. (5) The reactants are [CH3:1][O:2][C:3]([NH:5][C@H:6]([C:10]([N:12]1[C@@H:16]([CH3:17])[CH2:15][CH2:14][C@H:13]1[C:18]1[NH:22][C:21]2[C:23]3[C:28]([CH:29]=[CH:30][C:20]=2[N:19]=1)=[CH:27][C:26]1[C:31]2[C:36]([CH2:37][O:38][C:25]=1[CH:24]=3)=[CH:35][C:34]([C:39]1[NH:43][C:42]([C@@H:44]3[CH2:48][C@H:47]([CH2:49][O:50][CH3:51])[CH2:46][N:45]3C(OC(C)(C)C)=O)=[N:41][CH:40]=1)=[CH:33][CH:32]=2)=[O:11])[CH:7]([CH3:9])[CH3:8])=[O:4].[CH3:59][O:60][C@H:61]([CH3:71])[C@H:62]([NH:66][C:67]([O:69][CH3:70])=[O:68])[C:63]([OH:65])=O.CN(C(ON1N=NC2C=CC=NC1=2)=[N+](C)C)C.F[P-](F)(F)(F)(F)F.CN1CCOCC1. The catalyst is Cl.CCO.CN(C=O)C. The product is [CH3:59][O:60][C@@H:61]([CH3:71])[C@H:62]([NH:66][C:67]([O:69][CH3:70])=[O:68])[C:63]([N:45]1[CH2:46][C@@H:47]([CH2:49][O:50][CH3:51])[CH2:48][C@H:44]1[C:42]1[NH:43][C:39]([C:34]2[CH:35]=[C:36]3[CH2:37][O:38][C:25]4[CH:24]=[C:23]5[C:28]([CH:29]=[CH:30][C:20]6[N:19]=[C:18]([C@@H:13]7[CH2:14][CH2:15][C@H:16]([CH3:17])[N:12]7[C:10](=[O:11])[C@@H:6]([NH:5][C:3](=[O:4])[O:2][CH3:1])[CH:7]([CH3:9])[CH3:8])[NH:22][C:21]=65)=[CH:27][C:26]=4[C:31]3=[CH:32][CH:33]=2)=[CH:40][N:41]=1)=[O:65]. The yield is 0.590. (6) The reactants are [C:1]1([OH:7])[CH:6]=[CH:5][CH:4]=[CH:3][CH:2]=1.[CH2:8]([C:10](O)([CH2:13][CH3:14])[CH2:11][CH3:12])[CH3:9].OS(O)(=O)=O. The catalyst is C(O)(C(F)(F)F)=O. The product is [CH2:8]([C:10]([C:4]1[CH:5]=[CH:6][C:1]([OH:7])=[CH:2][CH:3]=1)([CH2:13][CH3:14])[CH2:11][CH3:12])[CH3:9]. The yield is 0.940. (7) The reactants are [C:1]([OH:6])(CC)(C)C.NC1C=CN=CC=1.[CH3:14][O:15][CH2:16][C@H:17]1[O:19][CH2:18]1.[C]=O.[CH3:22][OH:23]. No catalyst specified. The product is [CH3:22][O:23][C:1](=[O:6])[CH2:18][C@H:17]([OH:19])[CH2:16][O:15][CH3:14]. The yield is 0.920.